Task: Regression. Given two drug SMILES strings and cell line genomic features, predict the synergy score measuring deviation from expected non-interaction effect.. Dataset: NCI-60 drug combinations with 297,098 pairs across 59 cell lines (1) Cell line: SN12C. Drug 2: C1CCC(C(C1)N)N.C(=O)(C(=O)[O-])[O-].[Pt+4]. Synergy scores: CSS=23.9, Synergy_ZIP=-0.477, Synergy_Bliss=0.552, Synergy_Loewe=0.291, Synergy_HSA=1.41. Drug 1: CN1C(=O)N2C=NC(=C2N=N1)C(=O)N. (2) Drug 1: C1=CC=C(C(=C1)C(C2=CC=C(C=C2)Cl)C(Cl)Cl)Cl. Drug 2: C1CC(=O)NC(=O)C1N2C(=O)C3=CC=CC=C3C2=O. Cell line: MCF7. Synergy scores: CSS=1.12, Synergy_ZIP=1.12, Synergy_Bliss=1.88, Synergy_Loewe=-0.0192, Synergy_HSA=-0.172. (3) Drug 1: CCC1(CC2CC(C3=C(CCN(C2)C1)C4=CC=CC=C4N3)(C5=C(C=C6C(=C5)C78CCN9C7C(C=CC9)(C(C(C8N6C=O)(C(=O)OC)O)OC(=O)C)CC)OC)C(=O)OC)O.OS(=O)(=O)O. Drug 2: COC1=NC(=NC2=C1N=CN2C3C(C(C(O3)CO)O)O)N. Cell line: SK-OV-3. Synergy scores: CSS=9.46, Synergy_ZIP=-6.14, Synergy_Bliss=-1.49, Synergy_Loewe=-30.7, Synergy_HSA=-3.82. (4) Drug 1: CC(C1=C(C=CC(=C1Cl)F)Cl)OC2=C(N=CC(=C2)C3=CN(N=C3)C4CCNCC4)N. Drug 2: C1=NNC2=C1C(=O)NC=N2. Cell line: DU-145. Synergy scores: CSS=3.18, Synergy_ZIP=0.240, Synergy_Bliss=2.38, Synergy_Loewe=0.689, Synergy_HSA=0.685.